This data is from Forward reaction prediction with 1.9M reactions from USPTO patents (1976-2016). The task is: Predict the product of the given reaction. (1) Given the reactants [CH2:1]([CH:8]([CH2:12][C:13]([OH:15])=[O:14])[C:9]([OH:11])=O)[C:2]1[CH:7]=[CH:6][CH:5]=[CH:4][CH:3]=1, predict the reaction product. The product is: [CH2:1]([CH:8]1[CH2:12][C:13](=[O:14])[O:15][C:9]1=[O:11])[C:2]1[CH:3]=[CH:4][CH:5]=[CH:6][CH:7]=1. (2) Given the reactants [CH2:1]([C:12]1[N:16]=[C:15]([C:17]2[CH:18]=[C:19]([CH:22]=[CH:23][CH:24]=2)[CH:20]=O)[O:14][N:13]=1)[CH2:2][CH2:3][CH2:4][CH2:5][CH2:6][CH2:7][CH2:8][CH2:9][CH2:10][CH3:11].[F:25][C:26]([F:36])([F:35])[C:27]1[CH:28]=[C:29]([CH:32]=[CH:33][CH:34]=1)[CH2:30][NH2:31], predict the reaction product. The product is: [F:25][C:26]([F:35])([F:36])[C:27]1[CH:28]=[C:29]([CH:32]=[CH:33][CH:34]=1)[CH2:30][NH:31][CH2:20][C:19]1[CH:22]=[CH:23][CH:24]=[C:17]([C:15]2[O:14][N:13]=[C:12]([CH2:1][CH2:2][CH2:3][CH2:4][CH2:5][CH2:6][CH2:7][CH2:8][CH2:9][CH2:10][CH3:11])[N:16]=2)[CH:18]=1. (3) Given the reactants [CH3:1][N:2]1[CH2:7][CH2:6][CH:5]([N:8]2[CH2:13][CH2:12][CH:11]([N:14]3[C:18]4=[N:19][CH:20]=[N:21][C:22]([NH2:23])=[C:17]4[C:16]([C:24]4[CH:29]=[CH:28][C:27]([O:30][C:31]5[CH:36]=[CH:35][CH:34]=[CH:33][CH:32]=5)=[CH:26][CH:25]=4)=[N:15]3)[CH2:10][CH2:9]2)[CH2:4][CH2:3]1.[C:37]([OH:44])(=[O:43])/[CH:38]=[CH:39]\[C:40]([OH:42])=[O:41], predict the reaction product. The product is: [C:37]([OH:44])(=[O:43])/[CH:38]=[CH:39]\[C:40]([OH:42])=[O:41].[C:37]([OH:44])(=[O:43])/[CH:38]=[CH:39]\[C:40]([OH:42])=[O:41].[C:37]([OH:44])(=[O:43])/[CH:38]=[CH:39]\[C:40]([OH:42])=[O:41].[CH3:1][N:2]1[CH2:7][CH2:6][CH:5]([N:8]2[CH2:13][CH2:12][CH:11]([N:14]3[C:18]4=[N:19][CH:20]=[N:21][C:22]([NH2:23])=[C:17]4[C:16]([C:24]4[CH:29]=[CH:28][C:27]([O:30][C:31]5[CH:32]=[CH:33][CH:34]=[CH:35][CH:36]=5)=[CH:26][CH:25]=4)=[N:15]3)[CH2:10][CH2:9]2)[CH2:4][CH2:3]1. (4) Given the reactants [OH:1][C@@H:2]([CH2:28][C@@H:29]([NH:37][C:38](=[O:49])[C@@H:39]([NH:44][C:45]([O:47][CH3:48])=[O:46])[C:40]([CH3:43])([CH3:42])[CH3:41])[CH2:30][C:31]1[CH:36]=[CH:35][CH:34]=[CH:33][CH:32]=1)[C@@H:3]([NH:17]C(=O)OCC1C=CC=CC=1)[CH2:4][C:5]1[CH:10]=[CH:9][C:8]([C:11]2[CH:16]=[CH:15][N:14]=[CH:13][CH:12]=2)=[CH:7][CH:6]=1.Cl, predict the reaction product. The product is: [NH2:17][C@@H:3]([CH2:4][C:5]1[CH:6]=[CH:7][C:8]([C:11]2[CH:16]=[CH:15][N:14]=[CH:13][CH:12]=2)=[CH:9][CH:10]=1)[C@@H:2]([OH:1])[CH2:28][C@@H:29]([NH:37][C:38]([C@@H:39]([NH:44][C:45](=[O:46])[O:47][CH3:48])[C:40]([CH3:42])([CH3:43])[CH3:41])=[O:49])[CH2:30][C:31]1[CH:36]=[CH:35][CH:34]=[CH:33][CH:32]=1. (5) Given the reactants [NH2:1][C:2]1[CH:31]=[CH:30][C:5]([CH2:6][C:7]2[NH:15][C:14]3[C:13](=[O:16])[N:12]([CH2:17][C:18]4[CH:23]=[CH:22][CH:21]=[CH:20][C:19]=4[F:24])[C:11](=[O:25])[N:10]([CH2:26][CH2:27][CH2:28][CH3:29])[C:9]=3[N:8]=2)=[CH:4][CH:3]=1.[Cl:32][C:33]1[CH:38]=[C:37]([Cl:39])[CH:36]=[CH:35][C:34]=1[S:40](Cl)(=[O:42])=[O:41], predict the reaction product. The product is: [CH2:26]([N:10]1[C:9]2[N:8]=[C:7]([CH2:6][C:5]3[CH:4]=[CH:3][C:2]([NH:1][S:40]([C:34]4[CH:35]=[CH:36][C:37]([Cl:39])=[CH:38][C:33]=4[Cl:32])(=[O:42])=[O:41])=[CH:31][CH:30]=3)[NH:15][C:14]=2[C:13](=[O:16])[N:12]([CH2:17][C:18]2[CH:23]=[CH:22][CH:21]=[CH:20][C:19]=2[F:24])[C:11]1=[O:25])[CH2:27][CH2:28][CH3:29]. (6) The product is: [OH:17][CH2:18][C:19]1[CH:24]=[CH:23][N:22]=[C:21]2[S:31][C:29](=[S:30])[NH:26][C:20]=12. Given the reactants [S].O.O.O.O.O.O.O.O.O.[S-2].[Na+].[Na+].C([O:17][CH2:18][C:19]1[CH:24]=[CH:23][N:22]=[C:21](Cl)[C:20]=1[N+:26]([O-])=O)(=O)C.[C:29](=[S:31])=[S:30], predict the reaction product.